From a dataset of Reaction yield outcomes from USPTO patents with 853,638 reactions. Predict the reaction yield, written as a fraction of the theoretical maximum amount of product (1.0 means a 100% yield; for example, 0.34 means a 34% yield). (1) The reactants are [Br:1][C:2]1[CH:3]=[N:4][CH:5]=[C:6]([Br:8])[CH:7]=1.[Li+].CC([N-]C(C)C)C.[C:17](Cl)(=[O:21])[O:18][CH2:19][CH3:20]. The catalyst is C1COCC1. The product is [Br:8][C:6]1[CH:5]=[N:4][CH:3]=[C:2]([Br:1])[C:7]=1[C:17]([O:18][CH2:19][CH3:20])=[O:21]. The yield is 0.290. (2) The yield is 0.900. The product is [C:31]([C:30]1[C:29]([NH:1][C@@H:2]2[CH2:7][CH2:6][CH2:5][N:4]([C:8]([O:10][C:11]([CH3:14])([CH3:13])[CH3:12])=[O:9])[CH2:3]2)=[N:28][C:27]([C:33]2[N:37]3[CH:38]=[C:39]([F:42])[CH:40]=[CH:41][C:36]3=[N:35][CH:34]=2)=[N:26][CH:25]=1)#[N:32]. The catalyst is O1CCCC1. The reactants are [NH2:1][C@@H:2]1[CH2:7][CH2:6][CH2:5][N:4]([C:8]([O:10][C:11]([CH3:14])([CH3:13])[CH3:12])=[O:9])[CH2:3]1.C(N(C(C)C)CC)(C)C.Cl[C:25]1[C:30]([C:31]#[N:32])=[CH:29][N:28]=[C:27]([C:33]2[N:37]3[CH:38]=[C:39]([F:42])[CH:40]=[CH:41][C:36]3=[N:35][CH:34]=2)[N:26]=1.